The task is: Predict the reactants needed to synthesize the given product.. This data is from Full USPTO retrosynthesis dataset with 1.9M reactions from patents (1976-2016). Given the product [Br:1][C:2]1[CH:3]=[CH:4][C:5]([N:8]2[CH:12]=[C:11]([CH2:13][CH2:14][CH2:15][O:16][C:17]3[C:22]([CH3:23])=[CH:21][CH:20]=[CH:19][C:18]=3[CH2:24][C:25]([OH:27])=[O:26])[C:10]([CH:29]([CH2:32][CH3:33])[CH2:30][CH3:31])=[N:9]2)=[N:6][CH:7]=1, predict the reactants needed to synthesize it. The reactants are: [Br:1][C:2]1[CH:3]=[CH:4][C:5]([N:8]2[CH:12]=[C:11]([CH2:13][CH2:14][CH2:15][O:16][C:17]3[C:22]([CH3:23])=[CH:21][CH:20]=[CH:19][C:18]=3[CH2:24][C:25]([O:27]C)=[O:26])[C:10]([CH:29]([CH2:32][CH3:33])[CH2:30][CH3:31])=[N:9]2)=[N:6][CH:7]=1.[OH-].[Na+].O1CCCC1.Cl.